Dataset: Reaction yield outcomes from USPTO patents with 853,638 reactions. Task: Predict the reaction yield, written as a fraction of the theoretical maximum amount of product (1.0 means a 100% yield; for example, 0.34 means a 34% yield). The reactants are [NH2:1][C:2]1[CH:18]=[C:17]([N+:19]([O-:21])=[O:20])[CH:16]=[CH:15][C:3]=1[C:4]([NH:6][C:7]1[CH:12]=[CH:11][C:10]([O:13][CH3:14])=[CH:9][CH:8]=1)=[O:5].N1C=CC=CC=1.[C:28]([C:32]1[CH:40]=[CH:39][C:35]([C:36](Cl)=[O:37])=[CH:34][CH:33]=1)([CH3:31])([CH3:30])[CH3:29]. The product is [C:28]([C:32]1[CH:33]=[CH:34][C:35]([C:36]([NH:1][C:2]2[CH:18]=[C:17]([N+:19]([O-:21])=[O:20])[CH:16]=[CH:15][C:3]=2[C:4]([NH:6][C:7]2[CH:12]=[CH:11][C:10]([O:13][CH3:14])=[CH:9][CH:8]=2)=[O:5])=[O:37])=[CH:39][CH:40]=1)([CH3:31])([CH3:29])[CH3:30]. The catalyst is C(Cl)Cl. The yield is 0.770.